This data is from Reaction yield outcomes from USPTO patents with 853,638 reactions. The task is: Predict the reaction yield, written as a fraction of the theoretical maximum amount of product (1.0 means a 100% yield; for example, 0.34 means a 34% yield). (1) The reactants are CC(OC(/N=N/C(OC(C)(C)C)=O)=O)(C)C.[Cl:17][C:18]1[CH:23]=[C:22]([N+:24]([O-:26])=[O:25])[CH:21]=[CH:20][C:19]=1[OH:27].C1(P(C2C=CC=CC=2)C2C=CC=CC=2)C=CC=CC=1.[CH3:47][N:48]1[C:52]([CH3:53])=[CH:51][C:50]([CH2:54]O)=[N:49]1. The catalyst is C(Cl)Cl. The product is [Cl:17][C:18]1[CH:23]=[C:22]([N+:24]([O-:26])=[O:25])[CH:21]=[CH:20][C:19]=1[O:27][CH2:54][C:50]1[CH:51]=[C:52]([CH3:53])[N:48]([CH3:47])[N:49]=1. The yield is 0.670. (2) The reactants are [F:1][C:2]([F:23])([F:22])[C@@H:3]([OH:21])[CH2:4][N:5]1[CH2:11][CH2:10][C:9]2[CH:12]=[C:13]([O:19][CH3:20])[C:14]([N+:16]([O-])=O)=[CH:15][C:8]=2[CH2:7][CH2:6]1.C.O. The catalyst is CO.[Pd]. The product is [NH2:16][C:14]1[C:13]([O:19][CH3:20])=[CH:12][C:9]2[CH2:10][CH2:11][N:5]([CH2:4][C@H:3]([OH:21])[C:2]([F:1])([F:22])[F:23])[CH2:6][CH2:7][C:8]=2[CH:15]=1. The yield is 0.930. (3) The reactants are [Br:1][C:2]1[CH:13]=[CH:12][C:5]2[O:6][CH2:7][CH2:8][CH2:9][C:10](=[O:11])[C:4]=2[CH:3]=1.[Br:14]Br. The catalyst is CCOCC. The product is [Br:14][CH:9]1[CH2:8][CH2:7][O:6][C:5]2[CH:12]=[CH:13][C:2]([Br:1])=[CH:3][C:4]=2[C:10]1=[O:11]. The yield is 0.890. (4) The reactants are C(P(C12CC3CC(CC(C3)C1)C2)C12CC3CC(CC(C3)C1)C2)CCC.Br[C:27]1[N:32]=[C:31]([NH:33][C:34]2[CH:39]=[C:38]([O:40][CH3:41])[CH:37]=[CH:36][N:35]=2)[CH:30]=[C:29]([CH3:42])[CH:28]=1.[OH:43][C:44]1([C:58]2[S:59][CH:60]=[CH:61][N:62]=2)[CH2:53][CH2:52][CH2:51][C:50]2[CH:49]=[C:48]([C:54]([O:56][CH3:57])=[O:55])[CH:47]=[CH:46][C:45]1=2.[F-].[Cs+].C(O)(=O)C(C)(C)C. The catalyst is O1CCOCC1.CC([O-])=O.CC([O-])=O.[Pd+2]. The product is [OH:43][C:44]1([C:58]2[S:59][C:60]([C:27]3[CH:28]=[C:29]([CH3:42])[CH:30]=[C:31]([NH:33][C:34]4[CH:39]=[C:38]([O:40][CH3:41])[CH:37]=[CH:36][N:35]=4)[N:32]=3)=[CH:61][N:62]=2)[CH2:53][CH2:52][CH2:51][C:50]2[CH:49]=[C:48]([C:54]([O:56][CH3:57])=[O:55])[CH:47]=[CH:46][C:45]1=2. The yield is 0.520. (5) The reactants are [CH2:1]([O:3][C:4]([C:6]1[C:7]([CH3:19])=[C:8](C(OC(C)(C)C)=O)[NH:9][C:10]=1[CH3:11])=[O:5])[CH3:2].C(O)C.Cl. The catalyst is O. The product is [CH2:1]([O:3][C:4]([C:6]1[C:7]([CH3:19])=[CH:8][NH:9][C:10]=1[CH3:11])=[O:5])[CH3:2]. The yield is 0.870. (6) The reactants are [CH2:1]([O:3][C:4](=[O:16])[C:5]1[CH:10]=[C:9]([F:11])[CH:8]=[C:7](F)[C:6]=1[N+:13]([O-:15])=[O:14])[CH3:2].C(=O)([O-])[O-].[NH4+:21].[NH4+].O. The catalyst is CN(C=O)C. The product is [CH2:1]([O:3][C:4](=[O:16])[C:5]1[CH:10]=[C:9]([F:11])[CH:8]=[C:7]([NH2:21])[C:6]=1[N+:13]([O-:15])=[O:14])[CH3:2]. The yield is 0.750.